This data is from Forward reaction prediction with 1.9M reactions from USPTO patents (1976-2016). The task is: Predict the product of the given reaction. (1) Given the reactants [Cl:1][C:2]1[C:3]([CH2:11][C:12](OC)=[O:13])=[N:4][CH:5]=[C:6]([N+:8]([O-])=O)[CH:7]=1.[Cl-].[NH4+].[H-].[H-].[H-].[H-].[Li+].[Al+3], predict the reaction product. The product is: [NH2:8][C:6]1[CH:7]=[C:2]([Cl:1])[C:3]([CH2:11][CH2:12][OH:13])=[N:4][CH:5]=1. (2) The product is: [CH3:1][O:2][C:3]([C:4]1[CH:9]=[CH:8][C:7]([C:23]([OH:26])=[O:25])=[CH:6][C:5]=1[CH3:11])=[O:12]. Given the reactants [CH3:1][O:2][C:3](=[O:12])[C:4]1[CH:9]=[CH:8][C:7](Br)=[CH:6][C:5]=1[CH3:11].C(N(CC)CC)C.O.[C]=O.[C:23]([O:26]CC)(=[O:25])C, predict the reaction product. (3) Given the reactants [Br:1][C:2]1[CH:3]=[C:4]([CH:7]=[CH:8][C:9]=1F)[C:5]#[N:6].[NH:11]1[CH:15]=[CH:14][N:13]=[CH:12]1.[H-].[Na+].O, predict the reaction product. The product is: [Br:1][C:2]1[CH:3]=[C:4]([C:5]#[N:6])[CH:7]=[CH:8][C:9]=1[N:11]1[CH:15]=[CH:14][N:13]=[CH:12]1. (4) Given the reactants CN(C=O)C.Br[C:7]1[CH:12]=[CH:11][C:10]([S:13]([NH:16][CH2:17][C:18]([F:21])([F:20])[F:19])(=[O:15])=[O:14])=[CH:9][C:8]=1[N+:22]([O-:24])=[O:23].[O:25]1[CH2:29][CH:28]=[CH:27][CH2:26]1, predict the reaction product. The product is: [O:25]1[CH2:29][CH:28]=[C:27]([C:7]2[CH:12]=[CH:11][C:10]([S:13]([NH:16][CH2:17][C:18]([F:21])([F:20])[F:19])(=[O:15])=[O:14])=[CH:9][C:8]=2[N+:22]([O-:24])=[O:23])[CH2:26]1. (5) Given the reactants [N:1]12[CH2:8][CH2:7][C:4]([C:9]([C:17]3[CH:22]=[CH:21][CH:20]=[CH:19][CH:18]=3)([C:11]3[CH:16]=[CH:15][CH:14]=[CH:13][CH:12]=3)[OH:10])([CH2:5][CH2:6]1)[CH2:3][CH2:2]2.[CH:23]1[C:32]2[C:27](=[CH:28][CH:29]=[CH:30][CH:31]=2)[CH:26]=[CH:25][C:24]=1[O:33][CH2:34][CH2:35][CH2:36][Br:37], predict the reaction product. The product is: [Br-:37].[OH:10][C:9]([C:17]1[CH:22]=[CH:21][CH:20]=[CH:19][CH:18]=1)([C:11]1[CH:12]=[CH:13][CH:14]=[CH:15][CH:16]=1)[C:4]12[CH2:5][CH2:6][N+:1]([CH2:36][CH2:35][CH2:34][O:33][C:24]3[CH:25]=[CH:26][C:27]4[C:32](=[CH:31][CH:30]=[CH:29][CH:28]=4)[CH:23]=3)([CH2:2][CH2:3]1)[CH2:8][CH2:7]2. (6) Given the reactants [F:1][C:2]1[CH:8]=[CH:7][C:5]([NH2:6])=[C:4]([O:9][C@H:10]2[CH2:15][CH2:14][C@H:13]([OH:16])[CH2:12][CH2:11]2)[CH:3]=1.Cl[C:18]1[C:19]2[C:26]([CH3:27])=[C:25]([Cl:28])[S:24][C:20]=2[N:21]=[CH:22][N:23]=1.O.C1(C)C=CC(S(O)(=O)=O)=CC=1, predict the reaction product. The product is: [Cl:28][C:25]1[S:24][C:20]2[N:21]=[CH:22][N:23]=[C:18]([NH:6][C:5]3[CH:7]=[CH:8][C:2]([F:1])=[CH:3][C:4]=3[O:9][C@H:10]3[CH2:11][CH2:12][C@H:13]([OH:16])[CH2:14][CH2:15]3)[C:19]=2[C:26]=1[CH3:27]. (7) Given the reactants [CH2:1]([NH2:4])[CH2:2][NH2:3].C(N(CC)CC)C.Cl[C:13]([C:26]1[CH:31]=[CH:30][CH:29]=[CH:28][CH:27]=1)([C:20]1[CH:25]=[CH:24][CH:23]=[CH:22][CH:21]=1)[C:14]1[CH:19]=[CH:18][CH:17]=[CH:16][CH:15]=1, predict the reaction product. The product is: [C:13]([NH:3][CH2:2][CH2:1][NH2:4])([C:14]1[CH:19]=[CH:18][CH:17]=[CH:16][CH:15]=1)([C:26]1[CH:27]=[CH:28][CH:29]=[CH:30][CH:31]=1)[C:20]1[CH:21]=[CH:22][CH:23]=[CH:24][CH:25]=1. (8) Given the reactants [C:1]([C:5]1[CH:10]=[CH:9][C:8]([C:11]2[CH:12]=[C:13]3[C:17](=[CH:18][CH:19]=2)[N:16]([C:20]2[CH:25]=[CH:24][C:23]([O:26][CH:27]4[CH2:31][CH2:30][CH2:29][CH2:28]4)=[CH:22][CH:21]=2)[C:15]([CH2:32][OH:33])=[CH:14]3)=[CH:7][CH:6]=1)([CH3:4])([CH3:3])[CH3:2], predict the reaction product. The product is: [C:1]([C:5]1[CH:10]=[CH:9][C:8]([C:11]2[CH:12]=[C:13]3[C:17](=[CH:18][CH:19]=2)[N:16]([C:20]2[CH:21]=[CH:22][C:23]([O:26][CH:27]4[CH2:31][CH2:30][CH2:29][CH2:28]4)=[CH:24][CH:25]=2)[C:15]([CH:32]=[O:33])=[CH:14]3)=[CH:7][CH:6]=1)([CH3:4])([CH3:2])[CH3:3]. (9) Given the reactants [CH3:1][O:2][C:3](=[O:34])[CH:4]([NH:11][CH2:12][C:13]1[CH:18]=[CH:17][C:16]([O:19][CH2:20][CH2:21][C:22]2[N:23]=[C:24]([C:28]3[CH:33]=[CH:32][CH:31]=[CH:30][CH:29]=3)[O:25][C:26]=2[CH3:27])=[CH:15][CH:14]=1)[C:5]1[CH:10]=[CH:9][CH:8]=[CH:7][CH:6]=1.C(N(CC)CC)C.[C:42](Cl)(=[O:44])[CH3:43], predict the reaction product. The product is: [CH3:1][O:2][C:3](=[O:34])[C:4]([C:42](=[O:44])[CH3:43])([NH:11][CH2:12][C:13]1[CH:18]=[CH:17][C:16]([O:19][CH2:20][CH2:21][C:22]2[N:23]=[C:24]([C:28]3[CH:33]=[CH:32][CH:31]=[CH:30][CH:29]=3)[O:25][C:26]=2[CH3:27])=[CH:15][CH:14]=1)[C:5]1[CH:10]=[CH:9][CH:8]=[CH:7][CH:6]=1.